From a dataset of Forward reaction prediction with 1.9M reactions from USPTO patents (1976-2016). Predict the product of the given reaction. Given the reactants [CH2:1]1[CH:5]2[C:6]([O:8][C:9](=O)[CH:4]2[CH:3]2[C:11]([O:13][C:14](=[O:15])[CH:2]12)=[O:12])=O.CCCCCCC[O:23][C:24]1[CH:29]=[CH:28][C:27]([NH:30][N+:30]([C:27]2[CH:28]=[CH:29][C:24]([O:23]CCCCCCC)=[CH:25][CH:26]=2)=O)=[CH:26][CH:25]=1.[C:47]1(=[O:54])[O:53][CH:50](CC)[CH2:49][CH2:48]1.[N:55]1C=[CH:59][CH:58]=[CH:57][CH:56]=1, predict the reaction product. The product is: [CH3:47][C:2]1([CH3:14])[C:3]2[CH:11]=[C:56]([NH2:55])[CH:57]=[CH:9][C:4]=2[C:5]([C:24]2[CH:25]=[CH:26][C:27]([NH2:30])=[CH:28][CH:29]=2)([CH3:6])[CH2:1]1.[CH:57]1[C:58]([C:6]([C:5]2[CH:4]=[CH:9][C:3]3[C:11]([O:13][C:14](=[O:15])[C:2]=3[CH:1]=2)=[O:12])=[O:8])=[CH:59][C:49]2[C:50]([O:53][C:47](=[O:54])[C:48]=2[CH:56]=1)=[O:23].